From a dataset of Reaction yield outcomes from USPTO patents with 853,638 reactions. Predict the reaction yield, written as a fraction of the theoretical maximum amount of product (1.0 means a 100% yield; for example, 0.34 means a 34% yield). (1) The reactants are [CH3:1][C:2]1[N:3]([CH2:11][C:12]([O:14][CH3:15])=[O:13])[C:4]2[C:9]([CH:10]=1)=[CH:8][CH:7]=[CH:6][CH:5]=2.[CH2:16]([N:23]1[C:28](=[O:29])[CH:27]=[CH:26][C:25]([CH:30]=O)=[N:24]1)[C:17]1[CH:22]=[CH:21][CH:20]=[CH:19][CH:18]=1.C([SiH](CC)CC)C.FC(F)(F)C(O)=O.C([O-])(O)=O.[Na+]. The catalyst is C(Cl)Cl. The product is [CH2:16]([N:23]1[C:28](=[O:29])[CH:27]=[CH:26][C:25]([CH2:30][C:10]2[C:9]3[C:4](=[CH:5][CH:6]=[CH:7][CH:8]=3)[N:3]([CH2:11][C:12]([O:14][CH3:15])=[O:13])[C:2]=2[CH3:1])=[N:24]1)[C:17]1[CH:18]=[CH:19][CH:20]=[CH:21][CH:22]=1. The yield is 0.420. (2) The catalyst is O1CCCC1. The reactants are [N:1]1[CH:2]=[CH:3][N:4]2[C:9]=1[CH:8]=[CH:7][C:6]([O:10][C:11]1[CH:12]=[C:13]([CH:15]=[CH:16][CH:17]=1)[NH2:14])=[N:5]2.C(N(CC)CC)C.[C:25]1([N:31]=[C:32]=[O:33])[CH:30]=[CH:29][CH:28]=[CH:27][CH:26]=1. The yield is 0.710. The product is [N:1]1[CH:2]=[CH:3][N:4]2[C:9]=1[CH:8]=[CH:7][C:6]([O:10][C:11]1[CH:12]=[C:13]([NH:14][C:32]([NH:31][C:25]3[CH:30]=[CH:29][CH:28]=[CH:27][CH:26]=3)=[O:33])[CH:15]=[CH:16][CH:17]=1)=[N:5]2. (3) The reactants are [CH3:1][CH:2]([CH2:4][N:5]([S:34]([C:37]1[CH:42]=[CH:41][C:40]([NH2:43])=[CH:39][CH:38]=1)(=[O:36])=[O:35])[C@H:6]([C:31]([OH:33])=O)[CH2:7][CH2:8][CH2:9][CH2:10][NH:11][C:12]([C@@H:14]([NH:22][S:23]([C:26]1[S:30][CH:29]=[CH:28][CH:27]=1)(=[O:25])=[O:24])[CH2:15][C:16]1[CH:21]=[CH:20][CH:19]=[CH:18][CH:17]=1)=[O:13])[CH3:3].C1C([N+]([O-])=O)=CC=C(O)C=1.C1CCC(N=C=NC2CCCCC2)CC1.O.[NH2:70][NH2:71]. The catalyst is CCOC(C)=O.C(O)C. The product is [CH3:3][CH:2]([CH2:4][N:5]([S:34]([C:37]1[CH:42]=[CH:41][C:40]([NH2:43])=[CH:39][CH:38]=1)(=[O:36])=[O:35])[C@H:6]([C:31]([NH:70][NH2:71])=[O:33])[CH2:7][CH2:8][CH2:9][CH2:10][NH:11][C:12]([C@@H:14]([NH:22][S:23]([C:26]1[S:30][CH:29]=[CH:28][CH:27]=1)(=[O:25])=[O:24])[CH2:15][C:16]1[CH:17]=[CH:18][CH:19]=[CH:20][CH:21]=1)=[O:13])[CH3:1]. The yield is 0.300. (4) The reactants are [C:1]([O:5][C:6]([N:8]1[CH2:13][CH2:12][N:11]([C:14]2C(=O)N(CC(C)C)N=C(C3C=CC(C)=C(F)C=3)C=2C)[CH2:10][CH2:9]1)=[O:7])([CH3:4])([CH3:3])[CH3:2].[Cl:34][C:35]1[CH:36]=[C:37]([C:43]2[C:44](C)=[C:45](OS(C)(=O)=O)[C:46](=[O:53])[N:47]([CH2:49][CH:50]([CH3:52])[CH3:51])[N:48]=2)[CH:38]=[CH:39][C:40]=1[O:41][CH3:42].N1(C(OC(C)(C)C)=O)CCNCC1. No catalyst specified. The product is [C:1]([O:5][C:6]([N:8]1[CH2:13][CH2:12][N:11]([CH2:14][C:45]2[C:46](=[O:53])[N:47]([CH2:49][CH:50]([CH3:51])[CH3:52])[N:48]=[C:43]([C:37]3[CH:38]=[CH:39][C:40]([O:41][CH3:42])=[C:35]([Cl:34])[CH:36]=3)[CH:44]=2)[CH2:10][CH2:9]1)=[O:7])([CH3:4])([CH3:3])[CH3:2]. The yield is 0.890. (5) The reactants are [CH2:1]([C@@H:3]1[CH2:7][N:6]([C:8]([O:10][C:11]([CH3:14])([CH3:13])[CH3:12])=[O:9])[C@H:5]([C:15]([O:17]CC2C=CC=CC=2)=[O:16])[CH2:4]1)[CH3:2]. The catalyst is CO.[Pd]. The product is [C:11]([O:10][C:8]([N:6]1[CH2:7][C@@H:3]([CH2:1][CH3:2])[CH2:4][C@H:5]1[C:15]([OH:17])=[O:16])=[O:9])([CH3:12])([CH3:13])[CH3:14]. The yield is 0.770.